From a dataset of Full USPTO retrosynthesis dataset with 1.9M reactions from patents (1976-2016). Predict the reactants needed to synthesize the given product. (1) Given the product [C:26]([C@@H:18]([NH:17][C:2]1[C:11]([C:12]([OH:14])=[O:13])=[CH:10][C:9]2[C:4](=[C:5]([CH3:16])[CH:6]=[C:7]([CH3:15])[CH:8]=2)[N:3]=1)[CH2:19][C:20]1[CH:25]=[CH:24][CH:23]=[CH:22][CH:21]=1)([OH:28])=[O:27], predict the reactants needed to synthesize it. The reactants are: Cl[C:2]1[C:11]([C:12]([OH:14])=[O:13])=[CH:10][C:9]2[C:4](=[C:5]([CH3:16])[CH:6]=[C:7]([CH3:15])[CH:8]=2)[N:3]=1.[NH2:17][C@H:18]([C:26]([OH:28])=[O:27])[CH2:19][C:20]1[CH:25]=[CH:24][CH:23]=[CH:22][CH:21]=1. (2) Given the product [Cl:9][C:10]1[CH:15]=[C:14]([Cl:16])[CH:13]=[CH:12][C:11]=1[N:17]1[C:25]2[CH2:24][CH2:23][N:22]([N:26]3[CH2:27][CH2:28][CH2:29][CH2:30][CH2:31]3)[C:21](=[O:32])[C:20]=2[C:19]([CH3:33])=[C:18]1[C:34]1[CH:35]=[CH:36][C:37]([CH2:38][N:5]2[CH2:6][CH2:7][C:3]([F:8])([F:2])[CH2:4]2)=[CH:40][CH:41]=1, predict the reactants needed to synthesize it. The reactants are: Cl.[F:2][C:3]1([F:8])[CH2:7][CH2:6][NH:5][CH2:4]1.[Cl:9][C:10]1[CH:15]=[C:14]([Cl:16])[CH:13]=[CH:12][C:11]=1[N:17]1[C:25]2[CH2:24][CH2:23][N:22]([N:26]3[CH2:31][CH2:30][CH2:29][CH2:28][CH2:27]3)[C:21](=[O:32])[C:20]=2[C:19]([CH3:33])=[C:18]1[C:34]1[CH:41]=[CH:40][C:37]([CH:38]=O)=[CH:36][CH:35]=1.C(O[BH-](OC(=O)C)OC(=O)C)(=O)C.[Na+].O. (3) Given the product [F:35][C:36]1[CH:37]=[C:38]([C:39]2[N:34]=[C:30]3[CH:29]=[C:28]([NH:27][CH3:26])[CH:33]=[CH:32][N:31]3[CH:40]=2)[CH:43]=[CH:44][C:45]=1[O:46][CH3:47], predict the reactants needed to synthesize it. The reactants are: FCCC1CCN(C2C=CN3C=C(C4C=CC(C)=CC=4)N=C3C=2)CC1.[CH3:26][NH:27][C:28]1[CH:33]=[CH:32][N:31]=[C:30]([NH2:34])[CH:29]=1.[F:35][C:36]1[CH:37]=[C:38]([CH:43]=[CH:44][C:45]=1[O:46][CH3:47])[C:39](=O)[CH2:40]Br. (4) Given the product [Cl:33][C:18]1[C:19]([NH:21][C:22]2[C:31]([F:32])=[CH:30][CH:29]=[CH:28][C:23]=2[C:24]([NH:26][CH3:27])=[O:25])=[N:20][C:15]([NH:1][C:2]2[CH:3]=[CH:4][C:5]3[CH2:11][CH2:10][CH2:9][C:8](=[O:12])[NH:7][C:6]=3[CH:13]=2)=[N:16][CH:17]=1, predict the reactants needed to synthesize it. The reactants are: [NH2:1][C:2]1[CH:3]=[CH:4][C:5]2[CH2:11][CH2:10][CH2:9][C:8](=[O:12])[NH:7][C:6]=2[CH:13]=1.Cl[C:15]1[N:20]=[C:19]([NH:21][C:22]2[C:31]([F:32])=[CH:30][CH:29]=[CH:28][C:23]=2[C:24]([NH:26][CH3:27])=[O:25])[C:18]([Cl:33])=[CH:17][N:16]=1. (5) Given the product [C:2]([NH:8][C:9]1[C:10]([C:26]([NH2:28])=[O:27])=[N:11][N:12]([CH2:15][C:16]2[C:24]([Br:25])=[CH:23][C:19]3[O:20][CH2:21][O:22][C:18]=3[CH:17]=2)[C:13]=1[CH3:14])(=[O:3])[CH3:1], predict the reactants needed to synthesize it. The reactants are: [CH3:1][C:2](OC(C)=O)=[O:3].[NH2:8][C:9]1[C:10]([C:26]([NH2:28])=[O:27])=[N:11][N:12]([CH2:15][C:16]2[C:24]([Br:25])=[CH:23][C:19]3[O:20][CH2:21][O:22][C:18]=3[CH:17]=2)[C:13]=1[CH3:14].O. (6) Given the product [CH3:21][NH:22][C:15](=[O:16])[C:14]#[C:13][C:10]1[CH:11]=[CH:12][C:7]([O:6][CH2:5][C:4]2[CH:18]=[CH:19][CH:20]=[C:2]([F:1])[CH:3]=2)=[CH:8][CH:9]=1, predict the reactants needed to synthesize it. The reactants are: [F:1][C:2]1[CH:3]=[C:4]([CH:18]=[CH:19][CH:20]=1)[CH2:5][O:6][C:7]1[CH:12]=[CH:11][C:10]([C:13]#[C:14][C:15](O)=[O:16])=[CH:9][CH:8]=1.[CH3:21][NH2:22]. (7) Given the product [C:25]1([S:22]([NH2:21])(=[O:24])=[O:23])[CH:30]=[CH:29][CH:28]=[CH:27][CH:26]=1, predict the reactants needed to synthesize it. The reactants are: NC1C=CC(N2CCN(C(OC(C)(C)C)=O)CC2)=CC=1[NH:21][S:22]([C:25]1[CH:30]=[CH:29][CH:28]=[CH:27][CH:26]=1)(=[O:24])=[O:23].CS(C1C=CC=CC=1S(Cl)(=O)=O)(=O)=O.